Dataset: NCI-60 drug combinations with 297,098 pairs across 59 cell lines. Task: Regression. Given two drug SMILES strings and cell line genomic features, predict the synergy score measuring deviation from expected non-interaction effect. (1) Drug 1: CCC(=C(C1=CC=CC=C1)C2=CC=C(C=C2)OCCN(C)C)C3=CC=CC=C3.C(C(=O)O)C(CC(=O)O)(C(=O)O)O. Drug 2: CCN(CC)CCCC(C)NC1=C2C=C(C=CC2=NC3=C1C=CC(=C3)Cl)OC. Cell line: CAKI-1. Synergy scores: CSS=3.78, Synergy_ZIP=8.78, Synergy_Bliss=12.3, Synergy_Loewe=-12.0, Synergy_HSA=1.31. (2) Drug 1: C1=NNC2=C1C(=O)NC=N2. Drug 2: CC(C)CN1C=NC2=C1C3=CC=CC=C3N=C2N. Cell line: TK-10. Synergy scores: CSS=6.33, Synergy_ZIP=-2.29, Synergy_Bliss=-2.09, Synergy_Loewe=-0.488, Synergy_HSA=-0.471. (3) Drug 1: CC1CCC2CC(C(=CC=CC=CC(CC(C(=O)C(C(C(=CC(C(=O)CC(OC(=O)C3CCCCN3C(=O)C(=O)C1(O2)O)C(C)CC4CCC(C(C4)OC)OCCO)C)C)O)OC)C)C)C)OC. Drug 2: C1=NC2=C(N1)C(=S)N=CN2. Cell line: BT-549. Synergy scores: CSS=27.1, Synergy_ZIP=-11.0, Synergy_Bliss=-7.83, Synergy_Loewe=-4.04, Synergy_HSA=-2.53. (4) Drug 1: CN1CCC(CC1)COC2=C(C=C3C(=C2)N=CN=C3NC4=C(C=C(C=C4)Br)F)OC. Drug 2: CC1=C(C=C(C=C1)NC(=O)C2=CC=C(C=C2)CN3CCN(CC3)C)NC4=NC=CC(=N4)C5=CN=CC=C5. Cell line: NCI-H460. Synergy scores: CSS=10.3, Synergy_ZIP=13.1, Synergy_Bliss=15.4, Synergy_Loewe=12.0, Synergy_HSA=14.0. (5) Drug 1: CC(CN1CC(=O)NC(=O)C1)N2CC(=O)NC(=O)C2. Drug 2: CN(CCCl)CCCl.Cl. Cell line: T-47D. Synergy scores: CSS=4.95, Synergy_ZIP=-2.96, Synergy_Bliss=-2.80, Synergy_Loewe=-4.40, Synergy_HSA=-3.84. (6) Drug 1: CN(C)N=NC1=C(NC=N1)C(=O)N. Drug 2: CC1CCC2CC(C(=CC=CC=CC(CC(C(=O)C(C(C(=CC(C(=O)CC(OC(=O)C3CCCCN3C(=O)C(=O)C1(O2)O)C(C)CC4CCC(C(C4)OC)OCCO)C)C)O)OC)C)C)C)OC. Cell line: HCT-15. Synergy scores: CSS=16.2, Synergy_ZIP=-3.88, Synergy_Bliss=3.33, Synergy_Loewe=-9.94, Synergy_HSA=2.27.